This data is from hERG channel blocking data for cardiac toxicity assessment. The task is: Regression/Classification. Given a drug SMILES string, predict its toxicity properties. Task type varies by dataset: regression for continuous values (e.g., LD50, hERG inhibition percentage) or binary classification for toxic/non-toxic outcomes (e.g., AMES mutagenicity, cardiotoxicity, hepatotoxicity). Dataset: herg. (1) The molecule is COc1ccccc1OC[C@H](O)C[NH+]1CC[NH+](CC(=O)Nc2c(C)cccc2C)CC1. The result is 1 (blocker). (2) The drug is Nc1nc(N)nc(CCCc2nc(N)nc(N)n2)n1. The result is 0 (non-blocker). (3) The compound is COc1cc2c(Nc3ccc(Br)cc3F)ncnc2cc1OCC1CCN(C(=O)CN(C)C)CC1. The result is 1 (blocker). (4) The molecule is CC(C)(CN1CCC(=C2c3ccc(F)cc3COc3ccccc32)CC1)C(=O)O. The result is 1 (blocker). (5) The molecule is CCC[NH2+]C[C@@H](O)COc1ccccc1C(=O)CCc1ccccc1. The result is 1 (blocker). (6) The molecule is CC[C@@H](O)C(C[C@@H](C)NC)(c1ccccc1)c1ccccc1. The result is 1 (blocker).